This data is from NCI-60 drug combinations with 297,098 pairs across 59 cell lines. The task is: Regression. Given two drug SMILES strings and cell line genomic features, predict the synergy score measuring deviation from expected non-interaction effect. (1) Drug 1: CC1C(C(CC(O1)OC2CC(CC3=C2C(=C4C(=C3O)C(=O)C5=C(C4=O)C(=CC=C5)OC)O)(C(=O)CO)O)N)O.Cl. Drug 2: CC(C)(C#N)C1=CC(=CC(=C1)CN2C=NC=N2)C(C)(C)C#N. Cell line: SW-620. Synergy scores: CSS=12.2, Synergy_ZIP=-10.2, Synergy_Bliss=-6.24, Synergy_Loewe=-7.70, Synergy_HSA=-7.37. (2) Drug 1: C1=C(C(=O)NC(=O)N1)N(CCCl)CCCl. Drug 2: CC1=C(C(=CC=C1)Cl)NC(=O)C2=CN=C(S2)NC3=CC(=NC(=N3)C)N4CCN(CC4)CCO. Cell line: A498. Synergy scores: CSS=25.4, Synergy_ZIP=-8.91, Synergy_Bliss=3.02, Synergy_Loewe=3.63, Synergy_HSA=3.98. (3) Drug 1: C1CCC(C1)C(CC#N)N2C=C(C=N2)C3=C4C=CNC4=NC=N3. Drug 2: CC1C(C(CC(O1)OC2CC(OC(C2O)C)OC3=CC4=CC5=C(C(=O)C(C(C5)C(C(=O)C(C(C)O)O)OC)OC6CC(C(C(O6)C)O)OC7CC(C(C(O7)C)O)OC8CC(C(C(O8)C)O)(C)O)C(=C4C(=C3C)O)O)O)O. Cell line: SR. Synergy scores: CSS=85.1, Synergy_ZIP=18.3, Synergy_Bliss=18.5, Synergy_Loewe=-3.55, Synergy_HSA=16.7. (4) Synergy scores: CSS=16.7, Synergy_ZIP=-1.78, Synergy_Bliss=-0.0693, Synergy_Loewe=-3.79, Synergy_HSA=1.64. Drug 2: CC1=C(C(=CC=C1)Cl)NC(=O)C2=CN=C(S2)NC3=CC(=NC(=N3)C)N4CCN(CC4)CCO. Drug 1: C1CC(C1)(C(=O)O)C(=O)O.[NH2-].[NH2-].[Pt+2]. Cell line: HCC-2998. (5) Drug 1: CN1CCC(CC1)COC2=C(C=C3C(=C2)N=CN=C3NC4=C(C=C(C=C4)Br)F)OC. Drug 2: C1CNP(=O)(OC1)N(CCCl)CCCl. Cell line: MALME-3M. Synergy scores: CSS=3.79, Synergy_ZIP=-1.89, Synergy_Bliss=-3.35, Synergy_Loewe=-4.29, Synergy_HSA=-3.36. (6) Drug 1: C1=CC(=CC=C1CCC2=CNC3=C2C(=O)NC(=N3)N)C(=O)NC(CCC(=O)O)C(=O)O. Drug 2: CC1C(C(CC(O1)OC2CC(CC3=C2C(=C4C(=C3O)C(=O)C5=C(C4=O)C(=CC=C5)OC)O)(C(=O)CO)O)N)O.Cl. Cell line: TK-10. Synergy scores: CSS=51.0, Synergy_ZIP=-1.70, Synergy_Bliss=-8.99, Synergy_Loewe=12.8, Synergy_HSA=-1.60.